From a dataset of Forward reaction prediction with 1.9M reactions from USPTO patents (1976-2016). Predict the product of the given reaction. (1) Given the reactants [CH2:1]1[O:7][CH2:6][C@@H:4](O)[C@H:2]1O.[NH2:8][C:9]1[C:18]2[C:13](=[CH:14][C:15]([O:19][CH3:20])=[CH:16][CH:17]=2)[C:12](=[O:21])[NH:11][C:10]=1[C:22]1[CH:27]=[CH:26][C:25]([O:28][CH3:29])=[CH:24][CH:23]=1.[BH3-]C#N.[Na+].O(CC=O)CC=O, predict the reaction product. The product is: [CH3:20][O:19][C:15]1[CH:14]=[C:13]2[C:18]([C:9]([N:8]3[CH2:2][CH2:1][O:7][CH2:6][CH2:4]3)=[C:10]([C:22]3[CH:27]=[CH:26][C:25]([O:28][CH3:29])=[CH:24][CH:23]=3)[NH:11][C:12]2=[O:21])=[CH:17][CH:16]=1. (2) Given the reactants [H-].[Al+3].[Li+].[H-].[H-].[H-].[C:7]1([C:13]2[C:22]3[CH:21]=[CH:20][CH:19]=[CH:18][C:17]=3[C:16]3[NH:23][N:24]=[C:25]([C:26](OC)=[O:27])[C:15]=3[N:14]=2)[CH:12]=[CH:11][CH:10]=[CH:9][CH:8]=1.O, predict the reaction product. The product is: [C:7]1([C:13]2[C:22]3[CH:21]=[CH:20][CH:19]=[CH:18][C:17]=3[C:16]3[NH:23][N:24]=[C:25]([CH2:26][OH:27])[C:15]=3[N:14]=2)[CH:8]=[CH:9][CH:10]=[CH:11][CH:12]=1. (3) Given the reactants [CH3:1][O:2][C:3]([C:5]1[C@@H:6]2[N:21]([C:22]([O:24][C:25]([CH3:28])([CH3:27])[CH3:26])=[O:23])[C@H:10]([CH2:11][C:12]=1OS(C(F)(F)F)(=O)=O)[CH2:9][N:8]([C:29]([O:31][C:32]([CH3:35])([CH3:34])[CH3:33])=[O:30])[CH2:7]2)=[O:4].[Cl:36][C:37]1[C:42]([F:43])=[CH:41][CH:40]=[C:39]([F:44])[C:38]=1[C:45]1[CH:49]=[C:48]([CH2:50][O:51][C:52]2[CH:57]=[CH:56][C:55](B3OC(C)(C)C(C)(C)O3)=[CH:54][N:53]=2)[O:47][N:46]=1.N#N, predict the reaction product. The product is: [CH3:1][O:2][C:3]([C:5]1[C@@H:6]2[N:21]([C:22]([O:24][C:25]([CH3:28])([CH3:26])[CH3:27])=[O:23])[C@H:10]([CH2:11][C:12]=1[C:55]1[CH:54]=[N:53][C:52]([O:51][CH2:50][C:48]3[O:47][N:46]=[C:45]([C:38]4[C:39]([F:44])=[CH:40][CH:41]=[C:42]([F:43])[C:37]=4[Cl:36])[CH:49]=3)=[CH:57][CH:56]=1)[CH2:9][N:8]([C:29]([O:31][C:32]([CH3:35])([CH3:34])[CH3:33])=[O:30])[CH2:7]2)=[O:4]. (4) Given the reactants CS(O[CH:6]1[CH2:10][CH2:9][N:8]([C:11]2[CH:16]=[CH:15][C:14]([N+:17]([O-:19])=[O:18])=[CH:13][CH:12]=2)[CH2:7]1)(=O)=O.NCCC[C:24]1[NH:25][CH:26]=[CH:27][N:28]=1, predict the reaction product. The product is: [N:25]1([CH2:10][CH2:6][CH2:7][NH:8][CH:6]2[CH2:10][CH2:9][N:8]([C:11]3[CH:16]=[CH:15][C:14]([N+:17]([O-:19])=[O:18])=[CH:13][CH:12]=3)[CH2:7]2)[CH:26]=[CH:27][N:28]=[CH:24]1. (5) Given the reactants C([O:8][N:9]1[C:14]2[N:15]=[CH:16][N:17]=[C:18]([CH3:19])[C:13]=2[C:12]([NH:20][CH2:21][C:22]2[CH:23]=[N:24][C:25]([C:28]3[CH:33]=[CH:32][CH:31]=[CH:30][CH:29]=3)=[CH:26][CH:27]=2)=[CH:11][C:10]1=[O:34])C1C=CC=CC=1.CO.[H][H], predict the reaction product. The product is: [OH:8][N:9]1[C:14]2[N:15]=[CH:16][N:17]=[C:18]([CH3:19])[C:13]=2[C:12]([NH:20][CH2:21][C:22]2[CH:23]=[N:24][C:25]([C:28]3[CH:29]=[CH:30][CH:31]=[CH:32][CH:33]=3)=[CH:26][CH:27]=2)=[CH:11][C:10]1=[O:34].